From a dataset of Forward reaction prediction with 1.9M reactions from USPTO patents (1976-2016). Predict the product of the given reaction. (1) Given the reactants [CH3:1][CH:2]([C:4]1[S:8][CH:7]=[C:6]([CH2:9][N:10]([C:12]([NH:14][C@H:15]([C:24]([NH:26][C@@H:27]([CH2:48][C:49]2[CH:50]=[CH:51][CH:52]=[CH:53][CH:54]=2)[CH2:28][CH2:29][C@@H:30]([NH:38][C:39]([O:41][CH2:42][C:43]2[S:47][CH:46]=[N:45][CH:44]=2)=[O:40])[CH2:31][C:32]2[CH:33]=[CH:34][CH:35]=[CH:36][CH:37]=2)=[O:25])[CH2:16][CH2:17][N:18]2[CH2:23][CH2:22][O:21][CH2:20][CH2:19]2)=[O:13])[CH3:11])[N:5]=1)[CH3:3].[N+:55]([O-:58])([OH:57])=[O:56], predict the reaction product. The product is: [CH3:3][CH:2]([C:4]1[S:8][CH:7]=[C:6]([CH2:9][N:10]([C:12]([NH:14][C@H:15]([C:24]([NH:26][C@@H:27]([CH2:48][C:49]2[CH:54]=[CH:53][CH:52]=[CH:51][CH:50]=2)[CH2:28][CH2:29][C@@H:30]([NH:38][C:39]([O:41][CH2:42][C:43]2[S:47][CH:46]=[N:45][CH:44]=2)=[O:40])[CH2:31][C:32]2[CH:33]=[CH:34][CH:35]=[CH:36][CH:37]=2)=[O:25])[CH2:16][CH2:17][N:18]2[CH2:23][CH2:22][O:21][CH2:20][CH2:19]2)=[O:13])[CH3:11])[N:5]=1)[CH3:1].[N+:55]([O-:58])([O-:57])=[O:56]. (2) Given the reactants [F:1][C:2]1([F:33])[O:6][C:5]2[CH:7]=[CH:8][C:9]([C:11]3([C:14]([NH:16][C:17]4[N:22]=[C:21]([C:23]5[C:28]([F:29])=[CH:27][N:26]=[C:25]([O:30]C)[CH:24]=5)[C:20]([CH3:32])=[CH:19][CH:18]=4)=[O:15])[CH2:13][CH2:12]3)=[CH:10][C:4]=2[O:3]1.I[Si](C)(C)C, predict the reaction product. The product is: [F:33][C:2]1([F:1])[O:6][C:5]2[CH:7]=[CH:8][C:9]([C:11]3([C:14]([NH:16][C:17]4[CH:18]=[CH:19][C:20]([CH3:32])=[C:21]([C:23]5[C:28]([F:29])=[CH:27][NH:26][C:25](=[O:30])[CH:24]=5)[N:22]=4)=[O:15])[CH2:12][CH2:13]3)=[CH:10][C:4]=2[O:3]1.